From a dataset of Reaction yield outcomes from USPTO patents with 853,638 reactions. Predict the reaction yield, written as a fraction of the theoretical maximum amount of product (1.0 means a 100% yield; for example, 0.34 means a 34% yield). (1) The reactants are COCCOC[N:7]1[C:11]2=[N:12][CH:13]=[C:14]([N:16]3[CH2:21][CH2:20][O:19][CH2:18][CH2:17]3)[CH:15]=[C:10]2[C:9]([C:22]2[CH:27]=[CH:26][CH:25]=[CH:24][C:23]=2[O:28][CH3:29])=[CH:8]1.C(O)=O.C(=O)(O)[O-].[Na+].C(OCC)(=O)C. The catalyst is C(O)C.O.[Cl-].[Na+].O. The product is [CH3:29][O:28][C:23]1[CH:24]=[CH:25][CH:26]=[CH:27][C:22]=1[C:9]1[C:10]2[C:11](=[N:12][CH:13]=[C:14]([N:16]3[CH2:21][CH2:20][O:19][CH2:18][CH2:17]3)[CH:15]=2)[NH:7][CH:8]=1. The yield is 0.940. (2) The reactants are Br[C:2]1[CH:7]=[CH:6][C:5]([N:8]([CH2:12][CH3:13])[C:9](=[O:11])[CH3:10])=[C:4]([C:14]([CH3:17])([CH3:16])[CH3:15])[CH:3]=1.C([O-])(=O)C.[K+].[B:23]1([B:23]2[O:27][C:26]([CH3:29])([CH3:28])[C:25]([CH3:31])([CH3:30])[O:24]2)[O:27][C:26]([CH3:29])([CH3:28])[C:25]([CH3:31])([CH3:30])[O:24]1.O. The catalyst is CN(C)C=O.C1C=CC(P(C2C=CC=CC=2)[C-]2C=CC=C2)=CC=1.C1C=CC(P(C2C=CC=CC=2)[C-]2C=CC=C2)=CC=1.Cl[Pd]Cl.[Fe+2]. The yield is 1.00. The product is [C:14]([C:4]1[CH:3]=[C:2]([B:23]2[O:27][C:26]([CH3:29])([CH3:28])[C:25]([CH3:31])([CH3:30])[O:24]2)[CH:7]=[CH:6][C:5]=1[N:8]([CH2:12][CH3:13])[C:9](=[O:11])[CH3:10])([CH3:17])([CH3:16])[CH3:15]. (3) The reactants are [F:1][C:2]1[CH:7]=[CH:6][C:5]([CH2:8][C:9]([OH:11])=O)=[CH:4][CH:3]=1.[ClH:12].CN(C)CCCN=C=NCC.O.ON1C2C=CC=CC=2N=N1.Cl.Cl.[NH2:37][C:38]([CH:49]1[CH2:54][CH2:53][NH:52][CH2:51][CH2:50]1)([CH2:42][CH2:43][CH2:44][CH2:45][B:46]([OH:48])[OH:47])[C:39]([OH:41])=[O:40].C(N(CC)CC)C. The catalyst is CN(C=O)C.Cl. The product is [ClH:12].[NH2:37][C:38]([CH:49]1[CH2:50][CH2:51][N:52]([C:9](=[O:11])[CH2:8][C:5]2[CH:4]=[CH:3][C:2]([F:1])=[CH:7][CH:6]=2)[CH2:53][CH2:54]1)([CH2:42][CH2:43][CH2:44][CH2:45][B:46]([OH:48])[OH:47])[C:39]([OH:41])=[O:40]. The yield is 0.350. (4) The reactants are [CH:1]1([N:4]([C:23](=[O:30])[CH2:24][C:25]([O:27][CH2:28][CH3:29])=[O:26])[C:5]2[C:6]([C:19]([O:21]C)=O)=[N:7][CH:8]=[C:9]([CH2:11][C:12]3[CH:17]=[CH:16][C:15]([F:18])=[CH:14][CH:13]=3)[CH:10]=2)[CH2:3][CH2:2]1.[O-]CC.[Na+]. The catalyst is C(O)C. The product is [CH:1]1([N:4]2[C:5]3[C:6](=[N:7][CH:8]=[C:9]([CH2:11][C:12]4[CH:17]=[CH:16][C:15]([F:18])=[CH:14][CH:13]=4)[CH:10]=3)[C:19]([OH:21])=[C:24]([C:25]([O:27][CH2:28][CH3:29])=[O:26])[C:23]2=[O:30])[CH2:3][CH2:2]1. The yield is 0.980.